From a dataset of Peptide-MHC class II binding affinity with 134,281 pairs from IEDB. Regression. Given a peptide amino acid sequence and an MHC pseudo amino acid sequence, predict their binding affinity value. This is MHC class II binding data. (1) The peptide sequence is ARTISEAGQAMASTE. The MHC is HLA-DPA10103-DPB10401 with pseudo-sequence HLA-DPA10103-DPB10401. The binding affinity (normalized) is 0.181. (2) The binding affinity (normalized) is 0.148. The MHC is DRB1_1101 with pseudo-sequence DRB1_1101. The peptide sequence is CNANPGLMKDVAKVF. (3) The peptide sequence is ANGKLHDKKSMGDDH. The MHC is DRB1_1501 with pseudo-sequence DRB1_1501. The binding affinity (normalized) is 0.168.